Dataset: Reaction yield outcomes from USPTO patents with 853,638 reactions. Task: Predict the reaction yield, written as a fraction of the theoretical maximum amount of product (1.0 means a 100% yield; for example, 0.34 means a 34% yield). (1) The reactants are [OH:1][CH2:2]C(CO)OCN1C=C(C=C)C(=O)NC1=O.BrN1C(=O)CCC1=O.[OH:26][CH2:27][CH2:28][O:29][CH2:30][N:31]1[CH:38]=[C:37]([CH:39]([N:42]=[N+:43]=[N-:44])[CH2:40][Br:41])[C:35](=[O:36])[NH:34][C:32]1=[O:33]. The catalyst is C(Cl)(Cl)Cl.CO. The product is [OH:26][CH2:27][CH:28]([CH2:2][OH:1])[O:29][CH2:30][N:31]1[CH:38]=[C:37]([CH:39]([N:42]=[N+:43]=[N-:44])[CH2:40][Br:41])[C:35](=[O:36])[NH:34][C:32]1=[O:33]. The yield is 0.314. (2) The reactants are [S:1](=[O:5])(=[O:4])([OH:3])[OH:2].[NH2:6][C:7]1[C:16]2[C:11](=[CH:12][CH:13]=[CH:14][CH:15]=2)[CH:10]=[CH:9][N:8]=1.[N+:17]([O-])([O-:19])=[O:18].[K+]. The catalyst is O. The product is [NH2:6][C:7]1[C:16]2[C:11](=[CH:12][CH:13]=[CH:14][CH:15]=2)[C:10]([N+:17]([O-:19])=[O:18])=[CH:9][N:8]=1.[OH:4][S:1]([OH:5])(=[O:3])=[O:2]. The yield is 0.620. (3) The reactants are Cl[C:2]1[N:7]=[C:6]([O:8][CH3:9])[C:5]([N+:10]([O-:12])=[O:11])=[CH:4][CH:3]=1.[CH3:13][S-:14].[Na+]. The catalyst is C(#N)C.CN(C=O)C. The product is [CH3:9][O:8][C:6]1[C:5]([N+:10]([O-:12])=[O:11])=[CH:4][CH:3]=[C:2]([S:14][CH3:13])[N:7]=1. The yield is 0.910.